Dataset: Blood-brain barrier permeability regression values from the B3DB database. Task: Regression/Classification. Given a drug SMILES string, predict its absorption, distribution, metabolism, or excretion properties. Task type varies by dataset: regression for continuous measurements (e.g., permeability, clearance, half-life) or binary classification for categorical outcomes (e.g., BBB penetration, CYP inhibition). For this dataset (b3db_regression), we predict Y. (1) The Y is 0.300 log(BB ratio). The drug is CC1=CN(C=N1)C2=CC=CC(=C2)NC3=NC=NC4=C3CCC5=CC=CC=C54. (2) The drug is CCC(C)C1C(CCC2(O1)CC3CC(O2)CC=C(C(C(C=CC=C4COC5C4(C(C=C(C5O)C)C(=O)O3)O)C)OC6CC(C(C(O6)C)OC7CC(C(C(O7)C)O)OC)OC)C)C. The Y is -1.00 log(BB ratio). (3) The molecule is CC1=CC(=C(C=C1)N=C2N(CCN2C)C)C. The Y is -1.30 log(BB ratio). (4) The Y is -0.800 log(BB ratio). The drug is C1CN(CCC1N2C3=C(C=C(C=C3)Cl)NC2=O)CCCN4C5=CC=CC=C5NC4=O. (5) The drug is CN1CCCC1C2=CN=CC=C2. The Y is 0.240 log(BB ratio). (6) The drug is COC1=CC=C(C=C1)CCN2CCC(CC2)NC3=NC4=CC=CC=C4N3CC5=CC=C(C=C5)F. The Y is 1.10 log(BB ratio). (7) The drug is CCOC(=O)C1=C2CN(C(=O)C3=C(N2C=N1)C=CC(=C3)F)CC[18F]. The Y is -0.140 log(BB ratio).